Dataset: Full USPTO retrosynthesis dataset with 1.9M reactions from patents (1976-2016). Task: Predict the reactants needed to synthesize the given product. Given the product [C:1]([C:3]([C:6]1[CH:7]=[C:8]([CH:9]=[CH:10][CH:11]=1)[C:12]([NH:14][C:15]1[CH:40]=[CH:39][CH:38]=[C:17]([O:18][C:19]2[CH:33]=[CH:32][C:22]3[N:23]=[C:24]([NH:26][C:27]([CH:29]4[CH2:31][CH2:30]4)=[O:28])[S:25][C:21]=3[C:20]=2[CH2:34][OH:35])[CH:16]=1)=[O:13])([CH3:5])[CH3:4])#[N:2], predict the reactants needed to synthesize it. The reactants are: [C:1]([C:3]([C:6]1[CH:7]=[C:8]([C:12]([NH:14][C:15]2[CH:16]=[C:17]([CH:38]=[CH:39][CH:40]=2)[O:18][C:19]2[CH:33]=[CH:32][C:22]3[N:23]=[C:24]([NH:26][C:27]([CH:29]4[CH2:31][CH2:30]4)=[O:28])[S:25][C:21]=3[C:20]=2[C:34](OC)=[O:35])=[O:13])[CH:9]=[CH:10][CH:11]=1)([CH3:5])[CH3:4])#[N:2].C(N(CC)CC)C.ClC(OCC(C)C)=O.[BH4-].[Na+].